Dataset: Forward reaction prediction with 1.9M reactions from USPTO patents (1976-2016). Task: Predict the product of the given reaction. (1) Given the reactants [N:1]1[C:10]2[C:5](=[CH:6][C:7]([C:11]([OH:13])=O)=[CH:8][CH:9]=2)[N:4]=[CH:3][CH:2]=1.CCN=C=NCCCN(C)C.C1C=CC2N(O)N=NC=2C=1.[Cl:35][C:36]1[CH:37]=[C:38]([N:43]2[C:47](=[O:48])[C@@:46]3([C@H:52]([C:53]4[CH:60]=[CH:59][C:56]([C:57]#[N:58])=[CH:55][CH:54]=4)[CH2:51][NH:50][CH2:49]3)[N:45]([CH3:61])[C:44]2=[O:62])[CH:39]=[C:40]([Cl:42])[CH:41]=1, predict the reaction product. The product is: [Cl:35][C:36]1[CH:37]=[C:38]([N:43]2[C:47](=[O:48])[C@@:46]3([C@H:52]([C:53]4[CH:54]=[CH:55][C:56]([C:57]#[N:58])=[CH:59][CH:60]=4)[CH2:51][N:50]([C:11]([C:7]4[CH:6]=[C:5]5[C:10](=[CH:9][CH:8]=4)[N:1]=[CH:2][CH:3]=[N:4]5)=[O:13])[CH2:49]3)[N:45]([CH3:61])[C:44]2=[O:62])[CH:39]=[C:40]([Cl:42])[CH:41]=1. (2) Given the reactants [OH:1][CH2:2][CH:3]1[CH2:9][CH2:8][N:7]([C:10]([O:12][C:13]([CH3:16])([CH3:15])[CH3:14])=[O:11])[CH2:6][CH2:5][NH:4]1.Br[CH2:18][C:19]([C:21]1[C:22]([CH3:31])=[C:23]2[C:27](=[CH:28][CH:29]=1)[C:26](=[O:30])[O:25][CH2:24]2)=[O:20].C(N(C(C)C)CC)(C)C, predict the reaction product. The product is: [OH:20][C:19]1([C:21]2[C:22]([CH3:31])=[C:23]3[C:27](=[CH:28][CH:29]=2)[C:26](=[O:30])[O:25][CH2:24]3)[O:1][CH2:2][CH:3]2[N:4]([CH2:5][CH2:6][N:7]([C:10]([O:12][C:13]([CH3:16])([CH3:15])[CH3:14])=[O:11])[CH2:8][CH2:9]2)[CH2:18]1. (3) Given the reactants [OH:1][CH2:2][C:3]1[N:8]=[C:7]([NH:9][C:10](=[O:16])[O:11][C:12]([CH3:15])([CH3:14])[CH3:13])[CH:6]=[CH:5][CH:4]=1.C(N(C(C)C)CC)(C)C.[CH3:26][S:27](Cl)(=[O:29])=[O:28], predict the reaction product. The product is: [CH3:26][S:27]([O:1][CH2:2][C:3]1[CH:4]=[CH:5][CH:6]=[C:7]([NH:9][C:10]([O:11][C:12]([CH3:13])([CH3:15])[CH3:14])=[O:16])[N:8]=1)(=[O:29])=[O:28]. (4) Given the reactants FC1C=C(C(N)=O)C2O[C:8]([C:10]3[CH:15]=[CH:14][C:13]([CH2:16][N:17]4[CH2:21][CH2:20][CH2:19][CH2:18]4)=[CH:12][CH:11]=3)=[CH:7]C=2C=1.C(C1C=CC(C=O)=CC=1)#C.N1CC[S:39]CC1, predict the reaction product. The product is: [C:8]([C:10]1[CH:15]=[CH:14][C:13]([CH2:16][N:17]2[CH2:21][CH2:20][S:39][CH2:19][CH2:18]2)=[CH:12][CH:11]=1)#[CH:7].